Dataset: Reaction yield outcomes from USPTO patents with 853,638 reactions. Task: Predict the reaction yield, written as a fraction of the theoretical maximum amount of product (1.0 means a 100% yield; for example, 0.34 means a 34% yield). The reactants are [NH:1]1[CH2:6][CH2:5][CH:4]([NH:7][C:8]2[CH:17]=[CH:16][N:15]=[C:14]3[C:9]=2[C:10]2[CH:22]=[CH:21][CH:20]=[CH:19][C:11]=2[C:12](=[O:18])[NH:13]3)[CH2:3][CH2:2]1.[N:23]([CH3:26])=[C:24]=[O:25]. The catalyst is ClCCCl. The product is [CH3:26][NH:23][C:24]([N:1]1[CH2:2][CH2:3][CH:4]([NH:7][C:8]2[CH:17]=[CH:16][N:15]=[C:14]3[C:9]=2[C:10]2[CH:22]=[CH:21][CH:20]=[CH:19][C:11]=2[C:12](=[O:18])[NH:13]3)[CH2:5][CH2:6]1)=[O:25]. The yield is 0.440.